This data is from Peptide-MHC class I binding affinity with 185,985 pairs from IEDB/IMGT. The task is: Regression. Given a peptide amino acid sequence and an MHC pseudo amino acid sequence, predict their binding affinity value. This is MHC class I binding data. (1) The binding affinity (normalized) is 0. The MHC is HLA-A02:03 with pseudo-sequence HLA-A02:03. The peptide sequence is QVPLRPMTYK. (2) The MHC is HLA-A68:02 with pseudo-sequence HLA-A68:02. The peptide sequence is SVLLFLAFVV. The binding affinity (normalized) is 0.638.